This data is from Full USPTO retrosynthesis dataset with 1.9M reactions from patents (1976-2016). The task is: Predict the reactants needed to synthesize the given product. (1) The reactants are: [CH2:1]([O:3][C:4](=[O:25])/[CH:5]=[CH:6]/[C:7]1[C:16]2[CH2:15][CH2:14][CH2:13][CH2:12][C:11]=2[C:10]([O:17]CC2C=CC=CC=2)=[CH:9][CH:8]=1)[CH3:2]. Given the product [CH2:1]([O:3][C:4](=[O:25])[CH2:5][CH2:6][C:7]1[C:16]2[CH2:15][CH2:14][CH2:13][CH2:12][C:11]=2[C:10]([OH:17])=[CH:9][CH:8]=1)[CH3:2], predict the reactants needed to synthesize it. (2) The reactants are: [OH:1][NH:2][C:3](=[NH:12])[CH2:4][C:5]1[CH:10]=[CH:9][CH:8]=[C:7](I)[CH:6]=1.[I:13]C1C=CC(CC#N)=CC=1. Given the product [OH:1][NH:2][C:3](=[NH:12])[CH2:4][C:5]1[CH:10]=[CH:9][C:8]([I:13])=[CH:7][CH:6]=1, predict the reactants needed to synthesize it. (3) The reactants are: [CH2:1]=O.[Cl:3][C:4]1[CH:11]=[CH:10][CH:9]=[CH:8][C:5]=1[CH2:6][NH2:7].O.[C:13]([OH:23])(=[O:22])[C:14]1[NH:21][C:19](=[O:20])[NH:18][C:16](=[O:17])[CH:15]=1. Given the product [Cl:3][C:4]1[CH:11]=[CH:10][CH:9]=[CH:8][C:5]=1[CH2:6][NH:7][CH2:1][C:15]1[C:16](=[O:17])[NH:18][C:19](=[O:20])[NH:21][C:14]=1[C:13]([OH:23])=[O:22], predict the reactants needed to synthesize it. (4) Given the product [CH3:1][O:2][C:3]([C:5]1[CH:6]=[N:7][C:8]([N:11]2[CH2:24][CH2:23][C:14]3[N:15]([C:27](=[O:29])[CH3:28])[C:16]4[CH:17]=[CH:18][C:19]([CH3:22])=[CH:20][C:21]=4[C:13]=3[CH2:12]2)=[N:9][CH:10]=1)=[O:4], predict the reactants needed to synthesize it. The reactants are: [CH3:1][O:2][C:3]([C:5]1[CH:6]=[N:7][C:8]([N:11]2[CH2:24][CH2:23][C:14]3[NH:15][C:16]4[CH:17]=[CH:18][C:19]([CH3:22])=[CH:20][C:21]=4[C:13]=3[CH2:12]2)=[N:9][CH:10]=1)=[O:4].[H-].[Na+].[C:27](Cl)(=[O:29])[CH3:28]. (5) Given the product [CH2:32]([O:39][C:19]1[CH:18]=[C:17]2[C:22]([C:14]([CH2:13][C:12]([N:11]=[C:10]([NH2:26])[NH:9][CH2:8][C:6]3[CH:7]=[C:2]([Cl:1])[C:3]([NH:28][C:29](=[O:31])[CH3:30])=[C:4]([Cl:27])[CH:5]=3)=[O:25])=[CH:15][NH:16]2)=[CH:21][CH:20]=1)[C:33]1[CH:38]=[CH:37][CH:36]=[CH:35][CH:34]=1, predict the reactants needed to synthesize it. The reactants are: [Cl:1][C:2]1[CH:7]=[C:6]([CH2:8][NH:9][C:10]([NH2:26])=[N:11][C:12](=[O:25])[CH2:13][C:14]2[C:22]3[C:17](=[CH:18][CH:19]=[C:20](OC)[CH:21]=3)[NH:16][CH:15]=2)[CH:5]=[C:4]([Cl:27])[C:3]=1[NH:28][C:29](=[O:31])[CH3:30].[CH2:32]([O:39]C1C=C2C(C(CC(O)=O)=CN2)=CC=1)[C:33]1[CH:38]=[CH:37][CH:36]=[CH:35][CH:34]=1.COC1C=C2C(=CC=1)NC=C2CC(N(C(SC)=N)C(=O)OC(C)(C)C)=O.C(NC1C(Cl)=CC(CN)=CC=1Cl)(=O)C. (6) Given the product [Cl:1][C:2]1[CH:14]=[C:13]([Cl:15])[C:12]([O:16][C:17]2[N:21]([CH3:22])[N:20]=[C:19]([CH3:23])[C:18]=2[CH2:24][O:25][C:26]([NH:28][CH2:32][CH3:31])=[O:27])=[CH:11][C:3]=1[O:4][C@@H:5]([CH3:10])[C:6]([O:8][CH3:9])=[O:7], predict the reactants needed to synthesize it. The reactants are: [Cl:1][C:2]1[CH:14]=[C:13]([Cl:15])[C:12]([O:16][C:17]2[N:21]([CH3:22])[N:20]=[C:19]([CH3:23])[C:18]=2[CH2:24][OH:25])=[CH:11][C:3]=1[O:4][C@@H:5]([CH3:10])[C:6]([O:8][CH3:9])=[O:7].[C:26](N1C=CN=C1)([N:28]1[CH:32]=[CH:31]N=C1)=[O:27].C(N)C.Cl.